This data is from Experimentally validated miRNA-target interactions with 360,000+ pairs, plus equal number of negative samples. The task is: Binary Classification. Given a miRNA mature sequence and a target amino acid sequence, predict their likelihood of interaction. (1) The miRNA is hsa-miR-4422 with sequence AAAAGCAUCAGGAAGUACCCA. The protein sequence of the target gene is MSFNLQSSKKLFIFLGKSLFSLLEAMIFALLPKPRKNVAGEIVLITGAGSGLGRLLALQFARLGSVLVLWDINKEGNEETCKMAREAGATRVHAYTCDCSQKEGVYRVADQVKKEVGDVSILINNAGIVTGKKFLDCPDELMEKSFDVNFKAHLWTYKAFLPAMIANDHGHLVCISSSAGLSGVNGLADYCASKFAAFGFAESVFVETFVQKQKGIKTTIVCPFFIKTGMFEGCTTGCPSLLPILEPKYAVEKIVEAILQEKMYLYMPKLLYFMMFLKSFLPLKTGLLIADYLGILHAMD.... Result: 1 (interaction). (2) The miRNA is hsa-miR-3160-3p with sequence AGAGCUGAGACUAGAAAGCCCA. The protein sequence of the target gene is MRPLLRGPAGNDDEESSDSTPLLPGARQTEAAPVCCSARYNLAILAFCGFFVLYALRVNLSVALVDMVDSNTTLTDNRTSKECAEHSAPIKVHHNHTGKKYKWDAETQGWILGSFFYGYIVTQIPGGYIASRVGGKLLLGLGILGTSVFTLFTPLAADLGVVTLVVLRALEGLGEGVTFPAMHAMWSSWAPPLERSKLLTISYAGAQLGTVISLPLSGIICYYMNWTYVFYLFGIVGIVWFILWMWIVSDTPETHKTISHYEKEYIVSSLKNQLSSQKVVPWGSILKSLPLWAIVVAHFS.... Result: 0 (no interaction). (3) The miRNA is hsa-miR-3121-3p with sequence UAAAUAGAGUAGGCAAAGGACA. The protein sequence of the target gene is MSTAAVPELKQISRVEAMRLGPGWSHSCHAMLYAANPGQLFGRIPMRFSVLMQMRFDGLLGFPGGFVDRRFWSLEDGLNRVLGLGLGCLRLTEADYLSSHLTEGPHRVVAHLYARQLTLEQLHAVEISAVHSRDHGLEVLGLVRVPLYTQKDRVGGFPNFLSNAFVSTAKCQLLFALKVLNMMPEEKLVEALAAATEKQKKALEKLLPASS. Result: 0 (no interaction). (4) The miRNA is hsa-miR-4638-5p with sequence ACUCGGCUGCGGUGGACAAGU. The protein sequence of the target gene is MPPPGKVPRKENLWLQCEWGSCSFVCSTMEKFFEHVTQHLQQHLHGSGEEEEEEEEDDPLEEEFSCLWQECGFCSLDSSADLIRHVYFHCYHTKLKQWGLQALQSQADLGPCILDFQSRNVIPDIPDHFLCLWEHCENSFDNPEWFYRHVEAHSLCCEYEAVGKDNPVVLCGWKGCTCTFKDRSKLREHLRSHTQEKVVACPTCGGMFANNTKFLDHIRRQTSLDQQHFQCSHCSKRFATERLLRDHMRNHVNHYKCPLCDMTCPLPSSLRNHMRFRHSEDRPFKCDCCDYSCKNLIDLQ.... Result: 1 (interaction). (5) The miRNA is mmu-miR-6715-3p with sequence CCAAACCAGGCGUGCCUGUGG. The protein sequence of the target gene is MAFIRKKQQEQQLQLYSKERFSLLLLNLEEYYFEQHRANHILHKGSHHERKIRGSLKICSKSVIFEPDSISQPIIKIPLRDCIKIGKHGENGANRHFTKAKSGGISLIFSQVYFIKEHNVVAPYKIERGKMEYVFELDVPGKVEDVVETLLQLHRASCLDKLGDQTAMITAILQSRLARTSFDKNRFQNISEKLHMECKAEMVTPLVTNPGHVCITDTNLYFQPLNGYPKPVVQITLQDVRRIYKRRHGLMPLGLEVFCTEDDLCSDIYLKFYEPQDRDDLYFYIATYLEHHVAEHTAES.... Result: 0 (no interaction). (6) The miRNA is hsa-miR-335-5p with sequence UCAAGAGCAAUAACGAAAAAUGU. The protein sequence of the target gene is MEEPPQEALAEPLKHESPAAPSSAGHTKGQEEDDQKNQAERKADNHTAHRIADQTALRVPSQAESSIFSQATNGVAEQNGHSTPGQAGRRASNPADVSDLRADDQVNQTPSEQTKGKASSQANNVQHEQSDGQVSGLTEERTAEQTERRLPTQAERRTSGQIDGRLAMPSDQRGSRQTDHRMAGQSERRASEQMDRRMSGEAERRTSEQITHRLSKLSERRPSVQIDSGSSVPSDQSPSVQIDSGSSVPSDQRPSVQIDRRMSGKVRRRSSEKTDYRLAGLADPGTSEQTDLRLYGLVDH.... Result: 1 (interaction). (7) The miRNA is hsa-miR-4794 with sequence UCUGGCUAUCUCACGAGACUGU. The protein sequence of the target gene is MCDKEFMWALKNGDLDEVKDYVAKGEDVNRTLEGGRKPLHYAADCGQLEILEFLLLKGADINAPDKHHITPLLSAVYEGHVSCVKLLLSKGADKTVKGPDGLTAFEATDNQAIKALLQ. Result: 0 (no interaction). (8) The miRNA is mmu-miR-202-3p with sequence AGAGGUAUAGCGCAUGGGAAGA. The protein sequence of the target gene is MGESWAARGAEGAPARMPLVLTALWAAVVVLELAYVMVLGPGPPPLGPLARALQLALAAYQLLNLLGNVVLFLRSDPSIRGVMLAGRGLGQGWAYCYQCQSQVPPRSGHCSACRVCILRRDHHCRLLGCCVGFHNYRPFLCLLLHSAGVLLHISVLLGPALSALLQAHSALYTVALLLLPWLMLLTGKVSLAQFALAFVVDTCVAGALLCGAGLLFHGMLLLRGQTTWEWARGHHCYDLGTCHNLQAALGPRWALVWFWPFLASPLPGDGISFQTPGDVGLVTS. Result: 0 (no interaction).